Dataset: Catalyst prediction with 721,799 reactions and 888 catalyst types from USPTO. Task: Predict which catalyst facilitates the given reaction. (1) Reactant: [Br:1][C:2]1[C:3]([N:11]2[CH2:16][CH2:15][N:14](C(OC(C)(C)C)=O)[CH2:13][CH2:12]2)=[C:4]2[CH:10]=[CH:9][NH:8][C:5]2=[N:6][CH:7]=1.C(O)(C(F)(F)F)=O.C1(N)C(F)=C(F)C(F)=C(N)C=1F.Cl.Cl. Product: [Br:1][C:2]1[C:3]([N:11]2[CH2:16][CH2:15][NH:14][CH2:13][CH2:12]2)=[C:4]2[CH:10]=[CH:9][NH:8][C:5]2=[N:6][CH:7]=1. The catalyst class is: 2. (2) Product: [CH3:36][N:2]([CH3:1])[CH2:3][CH2:4][N:5]([CH3:35])[C:6]1[C:11]([NH2:12])=[CH:10][C:9]([NH:15][C:16]2[N:21]=[C:20]([C:22]3[C:30]4[C:25](=[CH:26][CH:27]=[CH:28][CH:29]=4)[N:24]([CH3:31])[CH:23]=3)[C:19]([CH3:32])=[CH:18][N:17]=2)=[C:8]([O:33][CH3:34])[CH:7]=1. The catalyst class is: 190. Reactant: [CH3:1][N:2]([CH3:36])[CH2:3][CH2:4][N:5]([CH3:35])[C:6]1[C:11]([N+:12]([O-])=O)=[CH:10][C:9]([NH:15][C:16]2[N:21]=[C:20]([C:22]3[C:30]4[C:25](=[CH:26][CH:27]=[CH:28][CH:29]=4)[N:24]([CH3:31])[CH:23]=3)[C:19]([CH3:32])=[CH:18][N:17]=2)=[C:8]([O:33][CH3:34])[CH:7]=1.[NH4+].[Cl-].C(Cl)Cl.CO.